Dataset: NCI-60 drug combinations with 297,098 pairs across 59 cell lines. Task: Regression. Given two drug SMILES strings and cell line genomic features, predict the synergy score measuring deviation from expected non-interaction effect. (1) Drug 2: CCCS(=O)(=O)NC1=C(C(=C(C=C1)F)C(=O)C2=CNC3=C2C=C(C=N3)C4=CC=C(C=C4)Cl)F. Cell line: CCRF-CEM. Drug 1: C1=C(C(=O)NC(=O)N1)F. Synergy scores: CSS=18.1, Synergy_ZIP=-8.24, Synergy_Bliss=-16.9, Synergy_Loewe=-22.0, Synergy_HSA=-18.2. (2) Drug 1: CCC1=CC2CC(C3=C(CN(C2)C1)C4=CC=CC=C4N3)(C5=C(C=C6C(=C5)C78CCN9C7C(C=CC9)(C(C(C8N6C)(C(=O)OC)O)OC(=O)C)CC)OC)C(=O)OC.C(C(C(=O)O)O)(C(=O)O)O. Drug 2: C1C(C(OC1N2C=NC3=C(N=C(N=C32)Cl)N)CO)O. Cell line: SK-MEL-28. Synergy scores: CSS=29.8, Synergy_ZIP=-0.204, Synergy_Bliss=1.96, Synergy_Loewe=-1.78, Synergy_HSA=1.42. (3) Drug 1: C1=CC=C(C(=C1)C(C2=CC=C(C=C2)Cl)C(Cl)Cl)Cl. Drug 2: C(CN)CNCCSP(=O)(O)O. Cell line: 786-0. Synergy scores: CSS=0.0735, Synergy_ZIP=1.36, Synergy_Bliss=0.513, Synergy_Loewe=1.15, Synergy_HSA=-0.851. (4) Drug 1: C1=CN(C=N1)CC(O)(P(=O)(O)O)P(=O)(O)O. Cell line: NCIH23. Drug 2: CCN(CC)CCCC(C)NC1=C2C=C(C=CC2=NC3=C1C=CC(=C3)Cl)OC. Synergy scores: CSS=15.8, Synergy_ZIP=-2.40, Synergy_Bliss=2.35, Synergy_Loewe=-12.0, Synergy_HSA=-2.78. (5) Drug 1: C1=CC(=CC=C1C#N)C(C2=CC=C(C=C2)C#N)N3C=NC=N3. Drug 2: CC1CCCC2(C(O2)CC(NC(=O)CC(C(C(=O)C(C1O)C)(C)C)O)C(=CC3=CSC(=N3)C)C)C. Cell line: MOLT-4. Synergy scores: CSS=46.4, Synergy_ZIP=6.41, Synergy_Bliss=9.41, Synergy_Loewe=-30.0, Synergy_HSA=0.457. (6) Synergy scores: CSS=2.83, Synergy_ZIP=1.88, Synergy_Bliss=1.58, Synergy_Loewe=0.309, Synergy_HSA=-0.573. Drug 1: C#CCC(CC1=CN=C2C(=N1)C(=NC(=N2)N)N)C3=CC=C(C=C3)C(=O)NC(CCC(=O)O)C(=O)O. Drug 2: C1C(C(OC1N2C=NC3=C2NC=NCC3O)CO)O. Cell line: SF-268.